This data is from NCI-60 drug combinations with 297,098 pairs across 59 cell lines. The task is: Regression. Given two drug SMILES strings and cell line genomic features, predict the synergy score measuring deviation from expected non-interaction effect. (1) Drug 1: CC1C(C(CC(O1)OC2CC(CC3=C2C(=C4C(=C3O)C(=O)C5=C(C4=O)C(=CC=C5)OC)O)(C(=O)C)O)N)O.Cl. Drug 2: CC1C(C(CC(O1)OC2CC(OC(C2O)C)OC3=CC4=CC5=C(C(=O)C(C(C5)C(C(=O)C(C(C)O)O)OC)OC6CC(C(C(O6)C)O)OC7CC(C(C(O7)C)O)OC8CC(C(C(O8)C)O)(C)O)C(=C4C(=C3C)O)O)O)O. Cell line: A549. Synergy scores: CSS=25.7, Synergy_ZIP=-8.61, Synergy_Bliss=0.910, Synergy_Loewe=-19.2, Synergy_HSA=0.0903. (2) Drug 1: COC1=NC(=NC2=C1N=CN2C3C(C(C(O3)CO)O)O)N. Drug 2: CC1CCCC2(C(O2)CC(NC(=O)CC(C(C(=O)C(C1O)C)(C)C)O)C(=CC3=CSC(=N3)C)C)C. Cell line: UO-31. Synergy scores: CSS=13.5, Synergy_ZIP=-5.63, Synergy_Bliss=2.09, Synergy_Loewe=-27.7, Synergy_HSA=-2.15. (3) Drug 1: COC1=C(C=C2C(=C1)N=CN=C2NC3=CC(=C(C=C3)F)Cl)OCCCN4CCOCC4. Drug 2: CC(C)NC(=O)C1=CC=C(C=C1)CNNC.Cl. Cell line: SF-268. Synergy scores: CSS=7.75, Synergy_ZIP=-2.12, Synergy_Bliss=4.14, Synergy_Loewe=-8.31, Synergy_HSA=0.125. (4) Drug 1: C1=CC(=CC=C1CC(C(=O)O)N)N(CCCl)CCCl.Cl. Drug 2: CC12CCC3C(C1CCC2OP(=O)(O)O)CCC4=C3C=CC(=C4)OC(=O)N(CCCl)CCCl.[Na+]. Cell line: COLO 205. Synergy scores: CSS=22.2, Synergy_ZIP=-7.72, Synergy_Bliss=-4.95, Synergy_Loewe=-22.2, Synergy_HSA=-9.86. (5) Drug 1: C1CC(=O)NC(=O)C1N2CC3=C(C2=O)C=CC=C3N. Drug 2: CNC(=O)C1=NC=CC(=C1)OC2=CC=C(C=C2)NC(=O)NC3=CC(=C(C=C3)Cl)C(F)(F)F. Cell line: SF-295. Synergy scores: CSS=19.7, Synergy_ZIP=-2.21, Synergy_Bliss=-0.802, Synergy_Loewe=2.41, Synergy_HSA=2.55. (6) Drug 1: CCC1(CC2CC(C3=C(CCN(C2)C1)C4=CC=CC=C4N3)(C5=C(C=C6C(=C5)C78CCN9C7C(C=CC9)(C(C(C8N6C=O)(C(=O)OC)O)OC(=O)C)CC)OC)C(=O)OC)O.OS(=O)(=O)O. Drug 2: CC1C(C(CC(O1)OC2CC(CC3=C2C(=C4C(=C3O)C(=O)C5=CC=CC=C5C4=O)O)(C(=O)C)O)N)O. Cell line: MDA-MB-231. Synergy scores: CSS=49.6, Synergy_ZIP=-0.617, Synergy_Bliss=3.90, Synergy_Loewe=4.56, Synergy_HSA=4.87.